This data is from CYP2C19 inhibition data for predicting drug metabolism from PubChem BioAssay. The task is: Regression/Classification. Given a drug SMILES string, predict its absorption, distribution, metabolism, or excretion properties. Task type varies by dataset: regression for continuous measurements (e.g., permeability, clearance, half-life) or binary classification for categorical outcomes (e.g., BBB penetration, CYP inhibition). Dataset: cyp2c19_veith. (1) The compound is O=C(Nc1ccc(F)cc1)c1cnc(-c2ccccc2)nc1-c1ccccc1. The result is 1 (inhibitor). (2) The molecule is COCCN1C(=O)C(=O)/C(=C(/O)c2cccc(OC)c2)C1c1ccco1. The result is 0 (non-inhibitor). (3) The drug is CCN(CC)C1=NC(=[N+](CC)CC)c2ccccc21.[O-][Cl+3]([O-])([O-])[O-]. The result is 0 (non-inhibitor). (4) The molecule is Cn1cc(C(=O)c2ccc(Cl)cc2Cl)cc1C(=O)O. The result is 0 (non-inhibitor). (5) The compound is CCCCOC(=O)CSCC(=O)Nc1cc(C)on1. The result is 1 (inhibitor). (6) The drug is Cc1ccc(-c2nc3ccccc3[nH]2)cc1NC(=O)c1sc2ccccc2c1Cl. The result is 1 (inhibitor).